This data is from Full USPTO retrosynthesis dataset with 1.9M reactions from patents (1976-2016). The task is: Predict the reactants needed to synthesize the given product. (1) Given the product [C:26]([C:28]([C:31]1[CH:32]=[C:33]([NH:37][C:38]([NH:22][C:21]2[CH:23]=[CH:24][CH:25]=[C:19]([O:18][C:6]3[C:5]4[C:10](=[CH:11][C:12]([O:13][CH2:14][CH2:15][O:16][CH3:17])=[C:3]([O:2][CH3:1])[CH:4]=4)[N:9]=[CH:8][N:7]=3)[CH:20]=2)=[O:39])[CH:34]=[CH:35][CH:36]=1)([CH3:30])[CH3:29])#[N:27], predict the reactants needed to synthesize it. The reactants are: [CH3:1][O:2][C:3]1[CH:4]=[C:5]2[C:10](=[CH:11][C:12]=1[O:13][CH2:14][CH2:15][O:16][CH3:17])[N:9]=[CH:8][N:7]=[C:6]2[O:18][C:19]1[CH:20]=[C:21]([CH:23]=[CH:24][CH:25]=1)[NH2:22].[C:26]([C:28]([C:31]1[CH:32]=[C:33]([NH:37][C:38](=O)[O:39]C2C=CC=CC=2)[CH:34]=[CH:35][CH:36]=1)([CH3:30])[CH3:29])#[N:27]. (2) Given the product [Br:9][C:10]1[CH:11]=[CH:12][C:13]([C@H:16]([NH:17][S@@:18]([C:20]([CH3:23])([CH3:22])[CH3:21])=[O:19])[C:2]([F:4])([F:3])[F:1])=[CH:14][CH:15]=1, predict the reactants needed to synthesize it. The reactants are: [F:1][C:2]([Si](C)(C)C)([F:4])[F:3].[Br:9][C:10]1[CH:15]=[CH:14][C:13](/[CH:16]=[N:17]\[S@@:18]([C:20]([CH3:23])([CH3:22])[CH3:21])=[O:19])=[CH:12][CH:11]=1. (3) Given the product [CH3:26][O:25][N:24]([CH3:23])[C:19]([C:16]1[NH:17][C:18]2[C:14]([CH:15]=1)=[CH:13][CH:12]=[CH:11][C:10]=2[NH:9][S:6]([C:2]1[S:1][CH:5]=[CH:4][CH:3]=1)(=[O:7])=[O:8])=[O:21], predict the reactants needed to synthesize it. The reactants are: [S:1]1[CH:5]=[CH:4][CH:3]=[C:2]1[S:6]([NH:9][C:10]1[CH:11]=[CH:12][CH:13]=[C:14]2[C:18]=1[NH:17][C:16]([C:19]([OH:21])=O)=[CH:15]2)(=[O:8])=[O:7].Cl.[CH3:23][NH:24][O:25][CH3:26].N1(O)C2C=CC=CC=2N=N1.Cl.CN(C)CCCN=C=NCC. (4) Given the product [Cl:30][C:29]1[C:24]2[N:23]=[C:22]([CH3:31])[N:21]([C:15]3[CH:16]=[C:17]([O:20][C:8]4[CH:9]=[CH:10][CH:11]=[C:6]([S:3]([CH2:1][CH3:2])(=[O:5])=[O:4])[CH:7]=4)[CH:18]=[CH:19][C:14]=3[Cl:13])[C:25]=2[CH:26]=[CH:27][CH:28]=1, predict the reactants needed to synthesize it. The reactants are: [CH2:1]([S:3]([C:6]1[CH:11]=[CH:10][CH:9]=[C:8](F)[CH:7]=1)(=[O:5])=[O:4])[CH3:2].[Cl:13][C:14]1[CH:19]=[CH:18][C:17]([OH:20])=[CH:16][C:15]=1[N:21]1[C:25]2[CH:26]=[CH:27][CH:28]=[C:29]([Cl:30])[C:24]=2[N:23]=[C:22]1[CH3:31]. (5) Given the product [Cl:16][C:17]1[N:22]=[C:21]([NH:3][C:4]2[CH:9]=[CH:8][CH:7]=[CH:6][C:5]=2[S:10]([CH:13]([CH3:15])[CH3:14])(=[O:12])=[O:11])[C:20]([CH3:24])=[CH:19][N:18]=1, predict the reactants needed to synthesize it. The reactants are: [H-].[Na+].[NH2:3][C:4]1[CH:9]=[CH:8][CH:7]=[CH:6][C:5]=1[S:10]([CH:13]([CH3:15])[CH3:14])(=[O:12])=[O:11].[Cl:16][C:17]1[N:22]=[C:21](Cl)[C:20]([CH3:24])=[CH:19][N:18]=1.